This data is from Forward reaction prediction with 1.9M reactions from USPTO patents (1976-2016). The task is: Predict the product of the given reaction. (1) The product is: [NH2:27]/[C:20](/[CH3:21])=[CH:19]\[C:18]([NH:17][C:14]1[CH:15]=[C:16]2[C:11]([CH:10]=[CH:9][N:8]2[CH2:7][O:6][C:5]2[CH:24]=[CH:25][CH:26]=[C:3]([C:1]#[N:2])[CH:4]=2)=[CH:12][CH:13]=1)=[O:23]. Given the reactants [C:1]([C:3]1[CH:4]=[C:5]([CH:24]=[CH:25][CH:26]=1)[O:6][CH2:7][N:8]1[C:16]2[C:11](=[CH:12][CH:13]=[C:14]([NH:17][C:18](=[O:23])[CH2:19][C:20](=O)[CH3:21])[CH:15]=2)[CH:10]=[CH:9]1)#[N:2].[NH3:27], predict the reaction product. (2) Given the reactants Br[C:2]1[CH:7]=[CH:6][C:5]([O:8][C@H:9]2[CH2:14][CH2:13][C@H:12]([C:15]([CH3:18])([CH3:17])[CH3:16])[CH2:11][CH2:10]2)=[CH:4][CH:3]=1.[CH:19]([C:21]1[CH:22]=[C:23](B(O)O)[CH:24]=[CH:25][CH:26]=1)=[O:20].COCCOC.C([O-])(O)=O.[Na+], predict the reaction product. The product is: [C:15]([C@H:12]1[CH2:13][CH2:14][C@H:9]([O:8][C:5]2[CH:6]=[CH:7][C:2]([C:25]3[CH:24]=[CH:23][CH:22]=[C:21]([CH:19]=[O:20])[CH:26]=3)=[CH:3][CH:4]=2)[CH2:10][CH2:11]1)([CH3:18])([CH3:17])[CH3:16].